This data is from Catalyst prediction with 721,799 reactions and 888 catalyst types from USPTO. The task is: Predict which catalyst facilitates the given reaction. (1) Reactant: [CH2:1]([O:8][C:9](=[O:18])[NH:10][CH2:11][CH:12]([S:14](Cl)(=[O:16])=[O:15])[CH3:13])[C:2]1[CH:7]=[CH:6][CH:5]=[CH:4][CH:3]=1.[CH:19]([N:22]1[CH2:27][CH2:26][CH:25]([NH2:28])[CH2:24][CH2:23]1)([CH3:21])[CH3:20].CCN(C(C)C)C(C)C. Product: [CH2:1]([O:8][C:9](=[O:18])[NH:10][CH2:11][CH:12]([S:14](=[O:16])(=[O:15])[NH:28][CH:25]1[CH2:26][CH2:27][N:22]([CH:19]([CH3:21])[CH3:20])[CH2:23][CH2:24]1)[CH3:13])[C:2]1[CH:7]=[CH:6][CH:5]=[CH:4][CH:3]=1. The catalyst class is: 4. (2) Product: [C:1]1([C:7]#[C:8][CH2:9][O:10][S:12]([CH3:11])(=[O:14])=[O:13])[CH:6]=[CH:5][CH:4]=[CH:3][CH:2]=1. Reactant: [C:1]1([C:7]#[C:8][CH2:9][OH:10])[CH:6]=[CH:5][CH:4]=[CH:3][CH:2]=1.[CH3:11][S:12](Cl)(=[O:14])=[O:13].C(N(CC)CC)C. The catalyst class is: 2.